From a dataset of Catalyst prediction with 721,799 reactions and 888 catalyst types from USPTO. Predict which catalyst facilitates the given reaction. (1) The catalyst class is: 40. Reactant: C([O:3][C:4](=[O:34])[CH2:5][O:6][CH2:7][CH2:8][O:9][CH:10]([N:31]=[N+:32]=[N-:33])[CH2:11][O:12][C:13]1[CH:18]=[CH:17][CH:16]=[C:15]([C:19](=[O:30])[NH:20][CH2:21][CH2:22][NH:23]C(=O)C(F)(F)F)[CH:14]=1)C.[OH-].[Na+:36].ClCCl.CO. Product: [NH2:23][CH2:22][CH2:21][NH:20][C:19]([C:15]1[CH:14]=[C:13]([CH:18]=[CH:17][CH:16]=1)[O:12][CH2:11][CH:10]([N:31]=[N+:32]=[N-:33])[O:9][CH2:8][CH2:7][O:6][CH2:5][C:4]([O-:34])=[O:3])=[O:30].[Na+:36]. (2) Reactant: [C:1]([NH:4][C@H:5]([C:10]([NH:12][C@@H:13]1[CH:21]2[C:22](=[O:36])[CH2:23][C@H:24]([C:26]([O:28]CC3C=CC=CC=3)=[O:27])[CH2:25][N:19]3[C:20]2=[C:16]([CH:17]=[CH:18]3)[CH2:15][CH2:14]1)=[O:11])[C@H:6]([CH2:8][CH3:9])[CH3:7])(=[O:3])[CH3:2]. Product: [C:1]([NH:4][C@H:5]([C:10]([NH:12][C@@H:13]1[CH:21]2[C:22](=[O:36])[CH2:23][C@H:24]([C:26]([OH:28])=[O:27])[CH2:25][N:19]3[C:20]2=[C:16]([CH:17]=[CH:18]3)[CH2:15][CH2:14]1)=[O:11])[C@H:6]([CH2:8][CH3:9])[CH3:7])(=[O:3])[CH3:2]. The catalyst class is: 19. (3) Reactant: Cl.[Br:2][C:3]1[CH:4]=[C:5]([CH2:9][C:10]([CH3:14])([CH3:13])[CH2:11][NH2:12])[CH:6]=[CH:7][CH:8]=1.CCN(CC)CC.[F:22][C:23]([F:30])([F:29])[C:24](OCC)=[O:25]. Product: [Br:2][C:3]1[CH:4]=[C:5]([CH2:9][C:10]([CH3:14])([CH3:13])[CH2:11][NH:12][C:24](=[O:25])[C:23]([F:30])([F:29])[F:22])[CH:6]=[CH:7][CH:8]=1. The catalyst class is: 1. (4) Reactant: [CH3:1][O:2][C:3]1[C:4]([C:14]([OH:16])=O)=[CH:5][N:6]2[CH2:11][CH2:10][N:9]([CH3:12])[C:8](=[O:13])[C:7]=12.[F:17][C:18]1[CH:23]=[CH:22][C:21]([CH2:24][C:25]([NH:27][NH2:28])=[O:26])=[CH:20][CH:19]=1.FC1C=CC(CC(Cl)=O)=CC=1.NN.F[P-](F)(F)(F)(F)F.N1(O[P+](N(C)C)(N(C)C)N(C)C)C2C=CC=CC=2N=N1.C(N(CC)C(C)C)(C)C. Product: [F:17][C:18]1[CH:19]=[CH:20][C:21]([CH2:24][C:25]([NH:27][NH:28][C:14]([C:4]2[C:3]([O:2][CH3:1])=[C:7]3[C:8](=[O:13])[N:9]([CH3:12])[CH2:10][CH2:11][N:6]3[CH:5]=2)=[O:16])=[O:26])=[CH:22][CH:23]=1. The catalyst class is: 3. (5) Reactant: [CH3:1][O:2][C:3](=[O:40])[C@@H:4]([NH:31][C:32]([O:34][CH:35]1[CH2:39][CH2:38][CH2:37][CH2:36]1)=[O:33])[CH2:5][CH2:6][CH2:7][CH2:8][CH2:9][CH2:10][CH2:11][NH:12][C:13]1[CH:18]=[CH:17][CH:16]=[CH:15][C:14]=1[S:19](=[O:30])(=[O:29])[NH:20][C:21]([C@@:23]1([NH2:28])[CH2:25][C@H:24]1[CH:26]=[CH2:27])=[O:22].[C:41]([O:45][C:46]([N:48]1[CH2:52][CH2:51][CH2:50][C@H:49]1[C:53](O)=[O:54])=[O:47])([CH3:44])([CH3:43])[CH3:42].CN(C(ON1N=NC2C=CC=NC1=2)=[N+](C)C)C.F[P-](F)(F)(F)(F)F.CCN(C(C)C)C(C)C. Product: [C:41]([O:45][C:46]([N:48]1[CH2:52][CH2:51][CH2:50][C@H:49]1[C:53](=[O:54])[NH:28][C@:23]1([C:21]([NH:20][S:19]([C:14]2[CH:15]=[CH:16][CH:17]=[CH:18][C:13]=2[NH:12][CH2:11][CH2:10][CH2:9][CH2:8][CH2:7][CH2:6][CH2:5][C@H:4]([NH:31][C:32]([O:34][CH:35]2[CH2:39][CH2:38][CH2:37][CH2:36]2)=[O:33])[C:3]([O:2][CH3:1])=[O:40])(=[O:29])=[O:30])=[O:22])[CH2:25][C@H:24]1[CH:26]=[CH2:27])=[O:47])([CH3:44])([CH3:43])[CH3:42]. The catalyst class is: 2.